Dataset: Reaction yield outcomes from USPTO patents with 853,638 reactions. Task: Predict the reaction yield, written as a fraction of the theoretical maximum amount of product (1.0 means a 100% yield; for example, 0.34 means a 34% yield). (1) The reactants are [NH2:1][CH2:2][CH:3]([C:5]1[CH:10]=[CH:9][CH:8]=[CH:7][CH:6]=1)[CH3:4].C(N(CC)CC)C.[C:18](Cl)(=[O:25])[C:19]1[CH:24]=[CH:23][CH:22]=[CH:21][CH:20]=1. The catalyst is C(Cl)(Cl)Cl. The product is [C:5]1([CH:3]([CH3:4])[CH2:2][NH:1][C:18](=[O:25])[C:19]2[CH:24]=[CH:23][CH:22]=[CH:21][CH:20]=2)[CH:10]=[CH:9][CH:8]=[CH:7][CH:6]=1. The yield is 0.950. (2) The reactants are [CH2:1]([C:3]1[C:8](=[O:9])[NH:7][C:6]([CH3:10])=[C:5]([C:11]2[S:15][C:14]([S:16](Cl)(=[O:18])=[O:17])=[CH:13][CH:12]=2)[CH:4]=1)[CH3:2].[NH2:20][CH2:21][CH:22]([OH:24])[CH3:23]. No catalyst specified. The product is [OH:24][CH:22]([CH3:23])[CH2:21][NH:20][S:16]([C:14]1[S:15][C:11]([C:5]2[CH:4]=[C:3]([CH2:1][CH3:2])[C:8](=[O:9])[NH:7][C:6]=2[CH3:10])=[CH:12][CH:13]=1)(=[O:18])=[O:17]. The yield is 0.590. (3) The reactants are [OH:1][CH2:2][C:3]1[CH:4]=[CH:5][C:6]2[CH:10]=[C:9]([C:11]([OH:13])=O)[S:8][C:7]=2[CH:14]=1.C1CN([P+](Br)(N2[CH2:30][CH2:29][CH2:28]C2)N2CCCC2)CC1.F[P-](F)(F)(F)(F)F.C(O[CH2:44][CH2:45][O:46][NH2:47])C(C)C.CCN(C(C)C)C(C)C.CN([CH:60]=[O:61])C. The catalyst is O.CCOC(C)=O. The product is [CH2:60]([O:61][CH:45]([O:46][NH:47][C:11]([C:9]1[S:8][C:7]2[CH:14]=[C:3]([CH2:2][OH:1])[CH:4]=[CH:5][C:6]=2[CH:10]=1)=[O:13])[CH3:44])[CH:29]([CH3:28])[CH3:30]. The yield is 0.670. (4) The yield is 0.740. The reactants are [Cl:1][S:2]([OH:5])(=O)=[O:3].[Cl:6][C:7]1[CH:8]=[C:9]([CH:13]=[CH:14][C:15]=1[OH:16])[C:10]([OH:12])=[O:11]. The product is [Cl:6][C:7]1[CH:8]=[C:9]([CH:13]=[C:14]([S:2]([Cl:1])(=[O:5])=[O:3])[C:15]=1[OH:16])[C:10]([OH:12])=[O:11]. No catalyst specified.